Dataset: Full USPTO retrosynthesis dataset with 1.9M reactions from patents (1976-2016). Task: Predict the reactants needed to synthesize the given product. (1) Given the product [CH3:1][C:2]1[CH:3]=[C:4]([CH:5]=[N:40][C:14]([O:13][Si:20]([CH3:27])([CH3:26])[CH3:19])=[CH2:15])[CH:7]=[CH:8][CH:9]=1, predict the reactants needed to synthesize it. The reactants are: [CH3:1][C:2]1[CH:3]=[C:4]([CH:7]=[CH:8][CH:9]=1)[CH:5]=O.ClC1C=[C:13](C=CC=1)[CH:14]=[O:15].[CH3:19][Si:20]([CH3:27])([CH3:26])N[Si:20]([CH3:27])([CH3:26])[CH3:19].C([Li])CCC.C[Si](Cl)(C)C.C([N:40](CC)CC)C.C(Cl)(=O)C. (2) Given the product [CH2:10]([O:12][C:13]([C@:15]1([NH2:28])[C@@H:20]([OH:21])[CH2:19][C@@H:18]2[C@H:16]1[C@@:17]2([F:27])[C:22]([O:24][CH2:25][CH3:26])=[O:23])=[O:14])[CH3:11], predict the reactants needed to synthesize it. The reactants are: CP(C)C.O1CCCC1.[CH2:10]([O:12][C:13]([C@:15]1([N:28]=[N+]=[N-])[C@@H:20]([OH:21])[CH2:19][C@@H:18]2[C@H:16]1[C@@:17]2([F:27])[C:22]([O:24][CH2:25][CH3:26])=[O:23])=[O:14])[CH3:11].C(=O)([O-])O.[Na+]. (3) Given the product [CH3:32][O:31][C:27]1[CH:26]=[C:25]([CH2:24][CH2:23][N:3]2[C:4]3=[N:9][C:8]([N:10]4[CH2:11][CH2:12][O:13][CH2:14][CH2:15]4)=[CH:7][C:6](=[O:16])[N:5]3[CH2:17][C@@:2]2([CH3:1])[C:18]([F:21])([F:19])[F:20])[CH:30]=[CH:29][CH:28]=1, predict the reactants needed to synthesize it. The reactants are: [CH3:1][C@@:2]1([C:18]([F:21])([F:20])[F:19])[CH2:17][N:5]2[C:6](=[O:16])[CH:7]=[C:8]([N:10]3[CH2:15][CH2:14][O:13][CH2:12][CH2:11]3)[N:9]=[C:4]2[NH:3]1.Br[CH2:23][CH2:24][C:25]1[CH:30]=[CH:29][CH:28]=[C:27]([O:31][CH3:32])[CH:26]=1.C(=O)([O-])[O-].[Cs+].[Cs+]. (4) Given the product [F:24][C:21]1[CH:20]=[CH:19][C:18]([CH2:17][CH2:16][C:13]2[C:12]([CH3:25])=[N:11][N:10]([C:8]3[CH:7]=[CH:6][C:3]([C:4]#[N:5])=[CH:2][CH:9]=3)[C:14]=2[CH3:15])=[CH:23][CH:22]=1, predict the reactants needed to synthesize it. The reactants are: Cl[C:2]1[CH:9]=[C:8]([N:10]2[C:14]([CH3:15])=[C:13](/[CH:16]=[CH:17]/[C:18]3[CH:23]=[CH:22][C:21]([F:24])=[CH:20][CH:19]=3)[C:12]([CH3:25])=[N:11]2)[CH:7]=[CH:6][C:3]=1[C:4]#[N:5]. (5) Given the product [F:45][C:31]1[C:32]([NH:34][C:35]2[CH:40]=[CH:39][C:38]([O:41][CH:42]([CH3:44])[CH3:43])=[CH:37][CH:36]=2)=[N:33][C:28]([NH:59][C:56]2[CH:57]=[CH:58][C:52]3[O:51][C:50]([C:48]([O:47][CH3:46])=[O:49])=[CH:54][C:53]=3[CH:55]=2)=[N:29][CH:30]=1, predict the reactants needed to synthesize it. The reactants are: C1COC2C=CC(NC3C(F)=CN=C(NC4C=CC=C(O)C=4)N=3)=CC=2O1.Cl[C:28]1[N:33]=[C:32]([NH:34][C:35]2[CH:40]=[CH:39][C:38]([O:41][CH:42]([CH3:44])[CH3:43])=[CH:37][CH:36]=2)[C:31]([F:45])=[CH:30][N:29]=1.[CH3:46][O:47][C:48]([C:50]1[O:51][C:52]2[CH:58]=[CH:57][C:56]([NH2:59])=[CH:55][C:53]=2[CH:54]=1)=[O:49]. (6) Given the product [O:30]=[C:4]1[C:3](=[CH:2][NH:43][C:40]2[CH:39]=[CH:38][C:37]([CH2:36][N:31]3[CH2:35][CH2:34][CH2:33][CH2:32]3)=[CH:42][CH:41]=2)[C:11]2[C:6](=[CH:7][C:8]([C:12]([C:14]3[CH:15]=[C:16]([NH:20][C:21]([C:23]4[N:24]([CH3:29])[N:25]=[C:26]([CH3:28])[CH:27]=4)=[O:22])[CH:17]=[CH:18][CH:19]=3)=[O:13])=[CH:9][CH:10]=2)[NH:5]1, predict the reactants needed to synthesize it. The reactants are: O[CH:2]=[C:3]1[C:11]2[C:6](=[CH:7][C:8]([C:12]([C:14]3[CH:15]=[C:16]([NH:20][C:21]([C:23]4[N:24]([CH3:29])[N:25]=[C:26]([CH3:28])[CH:27]=4)=[O:22])[CH:17]=[CH:18][CH:19]=3)=[O:13])=[CH:9][CH:10]=2)[NH:5][C:4]1=[O:30].[N:31]1([CH2:36][C:37]2[CH:42]=[CH:41][C:40]([NH2:43])=[CH:39][CH:38]=2)[CH2:35][CH2:34][CH2:33][CH2:32]1. (7) Given the product [Br:1][CH2:2][C:3]([C:5]1[CH:6]=[CH:7][C:8]([Cl:16])=[C:9]([NH:11][S:12]([CH3:15])(=[O:13])=[O:14])[CH:10]=1)=[O:4], predict the reactants needed to synthesize it. The reactants are: [Br:1][CH2:2][C@H:3]([C:5]1[CH:6]=[CH:7][C:8]([Cl:16])=[C:9]([NH:11][S:12]([CH3:15])(=[O:14])=[O:13])[CH:10]=1)[OH:4].BrC[C@@H](C1C=CC(OCC2C=CC=CC=2)=C([N+]([O-])=O)C=1)O.